This data is from Reaction yield outcomes from USPTO patents with 853,638 reactions. The task is: Predict the reaction yield, written as a fraction of the theoretical maximum amount of product (1.0 means a 100% yield; for example, 0.34 means a 34% yield). (1) The reactants are [NH:1]1[CH2:5][CH2:4][N:3]2[N:6]=[CH:7][CH:8]=[C:2]12.[N+:9]([O-])([OH:11])=[O:10]. The catalyst is OS(O)(=O)=O. The product is [N+:9]([C:8]1[CH:7]=[N:6][N:3]2[CH2:4][CH2:5][NH:1][C:2]=12)([O-:11])=[O:10]. The yield is 0.340. (2) The reactants are COC(=O)[CH2:4][CH2:5][N:6]([C@H:18]([CH3:32])[CH2:19][N:20]([C:25](OC(C)(C)C)=[O:26])[CH2:21][CH2:22][CH2:23][OH:24])[C:7](=[O:17])/[CH:8]=[CH:9]/[C:10]1[CH:15]=[CH:14][CH:13]=[C:12]([Cl:16])[CH:11]=1. The catalyst is Cl.CO. The product is [Cl:16][C:12]1[CH:11]=[C:10](/[CH:9]=[CH:8]/[C:7]([N:6]2[CH2:5][CH2:4][C:25](=[O:26])[N:20]([CH2:21][CH2:22][CH2:23][OH:24])[CH2:19][C@H:18]2[CH3:32])=[O:17])[CH:15]=[CH:14][CH:13]=1. The yield is 0.620. (3) The product is [CH3:1][N:2]1[CH2:7][CH2:6][O:5][C:4]2[CH:9]=[CH:10][CH:11]=[C:12]([O:13][CH2:14][C:15]([O:17][CH2:18][CH3:19])=[O:16])[C:3]1=2. The reactants are [CH3:1][N:2]1[C:7](=O)[CH2:6][O:5][C:4]2[CH:9]=[CH:10][CH:11]=[C:12]([O:13][CH2:14][C:15]([O:17][CH2:18][CH3:19])=[O:16])[C:3]1=2. The yield is 0.760. The catalyst is C1COCC1.CO. (4) The reactants are Cl[C:2]1[N:7]=[C:6]([C:8]2[S:12][C:11]([C:13]([CH3:16])([CH3:15])[CH3:14])=[N:10][C:9]=2[C:17]2[C:18]([F:35])=[C:19]([NH:23][S:24]([C:27]3[C:32]([F:33])=[CH:31][CH:30]=[CH:29][C:28]=3[F:34])(=[O:26])=[O:25])[CH:20]=[CH:21][CH:22]=2)[CH:5]=[CH:4][N:3]=1.[CH3:36][S:37]([N:40]1[CH2:45][CH2:44][CH:43]([NH2:46])[CH2:42][CH2:41]1)(=[O:39])=[O:38]. The catalyst is FC(F)(F)CO. The product is [CH3:14][C:13]([C:11]1[S:12][C:8]([C:6]2[CH:5]=[CH:4][N:3]=[C:2]([NH:46][CH:43]3[CH2:44][CH2:45][N:40]([S:37]([CH3:36])(=[O:39])=[O:38])[CH2:41][CH2:42]3)[N:7]=2)=[C:9]([C:17]2[C:18]([F:35])=[C:19]([NH:23][S:24]([C:27]3[C:32]([F:33])=[CH:31][CH:30]=[CH:29][C:28]=3[F:34])(=[O:26])=[O:25])[CH:20]=[CH:21][CH:22]=2)[N:10]=1)([CH3:16])[CH3:15]. The yield is 0.200. (5) The catalyst is [Pd].O. The yield is 0.770. The product is [CH3:1][N:2]1[C@@H:19]2[CH2:20][C:7]3=[CH:8][CH:9]=[C:10]([OH:22])[C:11]4[O:12][C@H:13]5[C:14]([CH2:16][CH2:17][C@:18]2([OH:21])[C@:5]5([C:6]=43)[CH2:4][CH2:3]1)=[O:15].[ClH:23]. The reactants are [CH3:1][N:2]1[C@@H:19]2[CH2:20][C:7]3=[CH:8][CH:9]=[C:10]([OH:22])[C:11]4[O:12][C@H:13]5[C:14]([CH2:16][CH2:17][C@:18]2([OH:21])[C@:5]5([C:6]=43)[CH2:4][CH2:3]1)=[O:15].[ClH:23]. (6) The reactants are [CH3:1][N:2]([CH3:16])[S:3]([C:6]1[CH:7]=[C:8]2[C:12](=[CH:13][CH:14]=1)[NH:11][C:10](=[O:15])[CH2:9]2)(=[O:5])=[O:4].[N:17]1([CH2:22][CH2:23][NH:24][C:25]([C:27]2[C:31]([CH3:32])=[C:30]([CH:33]=O)[NH:29][C:28]=2[CH3:35])=[O:26])[CH2:21][CH2:20][CH2:19][CH2:18]1. No catalyst specified. The product is [N:17]1([CH2:22][CH2:23][NH:24][C:25]([C:27]2[C:31]([CH3:32])=[C:30]([CH:33]=[C:9]3[C:8]4[C:12](=[CH:13][CH:14]=[C:6]([S:3](=[O:5])(=[O:4])[N:2]([CH3:16])[CH3:1])[CH:7]=4)[NH:11][C:10]3=[O:15])[NH:29][C:28]=2[CH3:35])=[O:26])[CH2:21][CH2:20][CH2:19][CH2:18]1. The yield is 0.540. (7) The reactants are C(C1C=C([NH:10][C:11]([NH:13][C:14]2[CH:19]=[CH:18][C:17](Cl)=[CH:16][CH:15]=2)=[O:12])N(C2C=C(C=CC=2)C(OCC)=O)N=1)(C)(C)C.O=S(Cl)Cl. The catalyst is CCl. The product is [C:14]1([NH:13][C:11](=[O:12])[NH2:10])[C:15]2[C:16](=[CH:19][CH:14]=[CH:15][CH:16]=2)[CH:17]=[CH:18][CH:19]=1. The yield is 0.970.